From a dataset of HIV replication inhibition screening data with 41,000+ compounds from the AIDS Antiviral Screen. Binary Classification. Given a drug SMILES string, predict its activity (active/inactive) in a high-throughput screening assay against a specified biological target. (1) The molecule is O=S1(=O)c2ccccc2C(Nc2ccccc2)N1c1ccccc1. The result is 0 (inactive). (2) The molecule is Cc1cc(C)nc(NC(P(=O)(O)O)P(=O)(O)O)n1.[NaH]. The result is 0 (inactive). (3) The compound is Cn1c2ccccc2c(=O)c2c(O)cc3c(c21)C1OCC(C)(O)C1O3. The result is 0 (inactive). (4) The compound is COc1ccc(SSc2ccc(OC)cc2)cc1. The result is 0 (inactive). (5) The drug is CCN(CC)CC1CCCCN1CC(=O)N1c2ccccc2NC(=O)CC1C. The result is 1 (active). (6) The compound is CC1(C)CCC(=O)c2c(O)ccc(O)c21. The result is 0 (inactive).